From a dataset of Catalyst prediction with 721,799 reactions and 888 catalyst types from USPTO. Predict which catalyst facilitates the given reaction. (1) The catalyst class is: 2. Product: [NH2:1][C:2]1[C:11]([OH:12])=[C:10]2[C:5]([C:6](=[O:21])[C:7]([I:20])=[C:8]([C:14]3[CH:19]=[CH:18][CH:17]=[CH:16][CH:15]=3)[O:9]2)=[CH:4][CH:3]=1. Reactant: [NH2:1][C:2]1[C:11]([O:12]C)=[C:10]2[C:5]([C:6](=[O:21])[C:7]([I:20])=[C:8]([C:14]3[CH:19]=[CH:18][CH:17]=[CH:16][CH:15]=3)[O:9]2)=[CH:4][CH:3]=1.B(Br)(Br)Br. (2) Reactant: [CH:1]([C:3]1[S:4][C:5]2[NH:6][C:7](=[O:16])[C:8]3[CH:9]=[CH:10][CH:11]=[CH:12][C:13]=3[C:14]=2[N:15]=1)=[CH2:2].[CH3:17][NH:18][CH3:19]. Product: [CH3:17][N:18]([CH3:19])[CH2:2][CH2:1][C:3]1[S:4][C:5]2[NH:6][C:7](=[O:16])[C:8]3[CH:9]=[CH:10][CH:11]=[CH:12][C:13]=3[C:14]=2[N:15]=1. The catalyst class is: 61. (3) Reactant: [CH3:1][O:2][C:3](=[O:11])[C:4]([CH2:9][NH2:10])([CH2:7][CH3:8])[CH2:5][CH3:6].[CH3:12][C:13]([CH3:15])=O.C(O[BH-](OC(=O)C)OC(=O)C)(=O)C.[Na+]. Product: [CH3:1][O:2][C:3](=[O:11])[C:4]([CH2:5][CH3:6])([CH2:9][NH:10][CH:13]([CH3:15])[CH3:12])[CH2:7][CH3:8]. The catalyst class is: 5. (4) Reactant: [NH2:1][C:2]([N:4]1[CH2:9][CH2:8][CH:7]([NH:10]C(=O)OC(C)(C)C)[CH2:6][CH2:5]1)=[S:3].[Cl:18][CH:19]([C:25](=O)[CH2:26][O:27][CH2:28][CH2:29][O:30][CH3:31])[C:20]([O:22][CH2:23][CH3:24])=[O:21]. Product: [ClH:18].[NH2:10][CH:7]1[CH2:6][CH2:5][N:4]([C:2]2[S:3][C:19]([C:20]([O:22][CH2:23][CH3:24])=[O:21])=[C:25]([CH2:26][O:27][CH2:28][CH2:29][O:30][CH3:31])[N:1]=2)[CH2:9][CH2:8]1. The catalyst class is: 14. (5) Reactant: [CH2:1]([O:3][C:4]([C:6]1[CH:7]=[C:8]2[C:13](=[CH:14][CH:15]=1)[NH:12][CH:11]([C:16]1[CH:21]=[CH:20][CH:19]=[C:18]([C:22]([OH:24])=O)[CH:17]=1)[CH2:10][C:9]2([CH3:26])[CH3:25])=[O:5])[CH3:2].[NH2:27][C:28]1[CH:33]=[CH:32][CH:31]=[CH:30][CH:29]=1.CN(C(ON1N=NC2C=CC=NC1=2)=[N+](C)C)C.F[P-](F)(F)(F)(F)F.C(N(CC)CC)C. Product: [CH2:1]([O:3][C:4]([C:6]1[CH:7]=[C:8]2[C:13](=[CH:14][CH:15]=1)[NH:12][CH:11]([C:16]1[CH:21]=[CH:20][CH:19]=[C:18]([C:22](=[O:24])[NH:27][C:28]3[CH:33]=[CH:32][CH:31]=[CH:30][CH:29]=3)[CH:17]=1)[CH2:10][C:9]2([CH3:25])[CH3:26])=[O:5])[CH3:2]. The catalyst class is: 4. (6) Reactant: F[C:2]1[CH:7]=[C:6]([O:8][CH3:9])[CH:5]=[CH:4][C:3]=1[O:10][CH3:11].C([Li])CCC.[C:17]1([CH3:27])[CH:22]=[C:21]([CH3:23])[CH:20]=[C:19]([CH3:24])[C:18]=1[Mg]Br.[I:28]I. Product: [I:28][C:7]1[C:6]([O:8][CH3:9])=[CH:5][CH:4]=[C:3]([O:10][CH3:11])[C:2]=1[C:18]1[C:19]([CH3:24])=[CH:20][C:21]([CH3:23])=[CH:22][C:17]=1[CH3:27]. The catalyst class is: 4. (7) Reactant: [Cl:1][C:2]1[CH:3]=[C:4]([C:10]2[CH2:14][C:13]([C:19]3[CH:24]=[C:23]([Cl:25])[CH:22]=[C:21]([Cl:26])[CH:20]=3)([C:15]([F:18])([F:17])[F:16])[O:12][N:11]=2)[CH:5]=[CH:6][C:7]=1[CH2:8][OH:9].[Cr](Cl)([O-])(=O)=O.[NH+]1C=CC=CC=1. Product: [Cl:1][C:2]1[CH:3]=[C:4]([C:10]2[CH2:14][C:13]([C:19]3[CH:20]=[C:21]([Cl:26])[CH:22]=[C:23]([Cl:25])[CH:24]=3)([C:15]([F:18])([F:17])[F:16])[O:12][N:11]=2)[CH:5]=[CH:6][C:7]=1[CH:8]=[O:9]. The catalyst class is: 4. (8) Reactant: [C:1]([C:3]([CH3:27])([CH3:26])[C:4]1[CH:9]=[CH:8][C:7]([NH:10][C:11](=[O:25])[C:12]2[CH:17]=[C:16]([O:18][CH3:19])[C:15]([O:20][CH3:21])=[CH:14][C:13]=2[N+:22]([O-])=O)=[CH:6][CH:5]=1)#[N:2]. Product: [NH2:22][C:13]1[CH:14]=[C:15]([O:20][CH3:21])[C:16]([O:18][CH3:19])=[CH:17][C:12]=1[C:11]([NH:10][C:7]1[CH:8]=[CH:9][C:4]([C:3]([C:1]#[N:2])([CH3:27])[CH3:26])=[CH:5][CH:6]=1)=[O:25]. The catalyst class is: 19. (9) Reactant: [CH3:1][N:2]([CH3:47])[CH2:3][C:4]([O:6][CH2:7][CH2:8][O:9][C:10]1[CH:15]=[CH:14][C:13]([C:16]2[C:21]([C:22]#[N:23])=[C:20]([NH:24][C:25](=[O:30])[CH2:26][N:27]([CH3:29])[CH3:28])[N:19]=[C:18]([S:31][CH2:32][C:33]3[N:34]=[C:35]([C:38]4[CH:43]=[CH:42][C:41]([Cl:44])=[CH:40][CH:39]=4)[S:36][CH:37]=3)[C:17]=2[C:45]#[N:46])=[CH:12][CH:11]=1)=[O:5].C(#N)C. Product: [ClH:44].[ClH:44].[CH3:1][N:2]([CH3:47])[CH2:3][C:4]([O:6][CH2:7][CH2:8][O:9][C:10]1[CH:11]=[CH:12][C:13]([C:16]2[C:21]([C:22]#[N:23])=[C:20]([NH:24][C:25](=[O:30])[CH2:26][N:27]([CH3:28])[CH3:29])[N:19]=[C:18]([S:31][CH2:32][C:33]3[N:34]=[C:35]([C:38]4[CH:39]=[CH:40][C:41]([Cl:44])=[CH:42][CH:43]=4)[S:36][CH:37]=3)[C:17]=2[C:45]#[N:46])=[CH:14][CH:15]=1)=[O:5]. The catalyst class is: 33.